The task is: Predict which catalyst facilitates the given reaction.. This data is from Catalyst prediction with 721,799 reactions and 888 catalyst types from USPTO. (1) Reactant: [NH2:1][C:2]1[CH:7]=[CH:6][C:5]([Cl:8])=[CH:4][C:3]=1[CH:9]([C:11]1[CH:16]=[CH:15][CH:14]=[CH:13][C:12]=1[Cl:17])[OH:10].[Cl:18][C:19]1[CH:20]=[C:21]([S:26](Cl)(=[O:28])=[O:27])[CH:22]=[CH:23][C:24]=1[Cl:25]. Product: [Cl:8][C:5]1[CH:6]=[CH:7][C:2]([NH:1][S:26]([C:21]2[CH:22]=[CH:23][C:24]([Cl:25])=[C:19]([Cl:18])[CH:20]=2)(=[O:28])=[O:27])=[C:3]([CH:9]([C:11]2[CH:16]=[CH:15][CH:14]=[CH:13][C:12]=2[Cl:17])[OH:10])[CH:4]=1. The catalyst class is: 300. (2) Product: [CH2:35]([N:32]1[C:27]2=[N:28][C:29]([CH2:30][CH3:31])=[C:24]([CH2:23][NH:22][C:20]([C:16]3[N:15]=[C:14]([C:12]([NH:11][CH2:10][C:4]4[CH:5]=[CH:6][C:7]([O:8][CH3:9])=[C:2]([C:56]5[CH:57]=[CH:52][CH:53]=[C:54]([CH2:58][CH:59]6[CH2:60][CH2:61][N:62]([C:65]([O:67][C:68]([CH3:71])([CH3:70])[CH3:69])=[O:66])[CH2:63][CH2:64]6)[CH:55]=5)[CH:3]=4)=[O:13])[CH:19]=[CH:18][CH:17]=3)=[O:21])[C:25]([NH:37][CH:38]3[CH2:43][CH2:42][O:41][CH2:40][CH2:39]3)=[C:26]2[CH:34]=[N:33]1)[CH3:36]. The catalyst class is: 117. Reactant: Br[C:2]1[CH:3]=[C:4]([CH2:10][NH:11][C:12]([C:14]2[CH:19]=[CH:18][CH:17]=[C:16]([C:20]([NH:22][CH2:23][C:24]3[C:25]([NH:37][CH:38]4[CH2:43][CH2:42][O:41][CH2:40][CH2:39]4)=[C:26]4[CH:34]=[N:33][N:32]([CH2:35][CH3:36])[C:27]4=[N:28][C:29]=3[CH2:30][CH3:31])=[O:21])[N:15]=2)=[O:13])[CH:5]=[CH:6][C:7]=1[O:8][CH3:9].CC1(C)C(C)(C)OB([C:52]2[CH:53]=[C:54]([CH2:58][CH:59]3[CH2:64][CH2:63][N:62]([C:65]([O:67][C:68]([CH3:71])([CH3:70])[CH3:69])=[O:66])[CH2:61][CH2:60]3)[CH:55]=[CH:56][CH:57]=2)O1.C([O-])([O-])=O.[Na+].[Na+].